This data is from Volume of distribution at steady state (VDss) regression data from Lombardo et al.. The task is: Regression/Classification. Given a drug SMILES string, predict its absorption, distribution, metabolism, or excretion properties. Task type varies by dataset: regression for continuous measurements (e.g., permeability, clearance, half-life) or binary classification for categorical outcomes (e.g., BBB penetration, CYP inhibition). For this dataset (vdss_lombardo), we predict log10(VDss) (log10 of volume of distribution in L/kg). (1) The drug is CC1(C)OC2CC3C4CCC5=CC(=O)C=CC5(C)C4(F)C(O)CC3(C)C2(C(=O)CO)O1. The log10(VDss) is 0.150. (2) The molecule is NC(=O)C(c1ccccc1)(c1ccccc1)C1CC[NH+](CCc2ccc3c(c2)CCO3)C1. The log10(VDss) is 0.410. (3) The compound is O=C1CN(/N=C\c2ccc(-c3ccc([N+](=O)[O-])cc3)o2)C(=O)[N-]1. The log10(VDss) is -0.430.